From a dataset of Forward reaction prediction with 1.9M reactions from USPTO patents (1976-2016). Predict the product of the given reaction. (1) Given the reactants N([O-])=O.[Na+].[C:5]([C:9]1[CH:22]=[CH:21][CH:20]=[CH:19][C:10]=1[O:11][C:12]1[C:17](N)=[CH:16][CH:15]=[CH:14][N:13]=1)([CH3:8])([CH3:7])[CH3:6].[I-:23].[K+].S(=O)(O)[O-].[Na+], predict the reaction product. The product is: [C:5]([C:9]1[CH:22]=[CH:21][CH:20]=[CH:19][C:10]=1[O:11][C:12]1[C:17]([I:23])=[CH:16][CH:15]=[CH:14][N:13]=1)([CH3:8])([CH3:7])[CH3:6]. (2) Given the reactants [C:1]([NH:8][C@:9](N1C(=O)CCC1=O)([C:18]([OH:20])=[O:19])[CH:10](C(C)(C)C)[C:11]([OH:13])=[O:12])([O:3][C:4]([CH3:7])([CH3:6])[CH3:5])=[O:2], predict the reaction product. The product is: [NH:8]([C:1]([O:3][C:4]([CH3:5])([CH3:6])[CH3:7])=[O:2])[C@H:9]([C:18]([OH:20])=[O:19])[CH2:10][C:11](=[O:12])[O:13][C:4]([CH3:7])([CH3:6])[CH3:5]. (3) Given the reactants [Cl:1][C:2]1[CH:7]=[CH:6][C:5](/[CH:8]=[CH:9]/[C:10]([OH:12])=[O:11])=[CH:4][C:3]=1[F:13].Cl[Si](C)(C)C.[CH2:19](O)[CH3:20], predict the reaction product. The product is: [Cl:1][C:2]1[CH:7]=[CH:6][C:5](/[CH:8]=[CH:9]/[C:10]([O:12][CH2:19][CH3:20])=[O:11])=[CH:4][C:3]=1[F:13]. (4) The product is: [OH:3][CH:4]1[CH2:9][CH2:8][N:7]([C:10]2[N:15]=[C:14]([C:16]([NH:18][C:19]3[C:20]([CH3:31])=[CH:21][C:22]([C:23]([OH:25])=[O:24])=[CH:28][C:29]=3[CH3:30])=[O:17])[C:13]([CH3:32])=[CH:12][CH:11]=2)[CH2:6][CH2:5]1. Given the reactants [OH-].[Na+].[OH:3][CH:4]1[CH2:9][CH2:8][N:7]([C:10]2[N:15]=[C:14]([C:16]([NH:18][C:19]3[C:29]([CH3:30])=[CH:28][C:22]([C:23]([O:25]CC)=[O:24])=[CH:21][C:20]=3[CH3:31])=[O:17])[C:13]([CH3:32])=[CH:12][CH:11]=2)[CH2:6][CH2:5]1.CO, predict the reaction product. (5) Given the reactants C(O[C:4]([N:6]1[CH2:11][CH2:10][C:9](=O)[CH2:8][CH2:7]1)=O)C.[CH2:13]([NH2:20])[C:14]1[CH:19]=[CH:18][CH:17]=[CH:16][CH:15]=1.[Cl:21][C:22]1[CH:27]=[CH:26][CH:25]=[C:24]([CH:28]=[CH:29][N+]([O-])=O)[CH:23]=1.N, predict the reaction product. The product is: [CH2:13]([N:20]1[C:9]2[CH2:8][CH2:7][N:6]([CH3:4])[CH2:11][C:10]=2[C:28]([C:24]2[CH:25]=[CH:26][CH:27]=[C:22]([Cl:21])[CH:23]=2)=[CH:29]1)[C:14]1[CH:19]=[CH:18][CH:17]=[CH:16][CH:15]=1. (6) The product is: [F:70][C:48]1[CH:49]=[CH:50][C:51]([CH2:32][NH:8][C:9](=[O:10])[C:11]2[C:16]([CH3:17])=[CH:15][C:14]([N:18]3[CH2:23][CH2:22][O:21][CH2:20][CH2:19]3)=[CH:13][C:12]=2[C:55]([CH3:56])=[CH2:54])=[CH:52][CH:53]=1. Given the reactants FC1C=CC([N:8]([CH3:32])[C:9]([C:11]2[C:16]([CH3:17])=[CH:15][C:14]([N:18]3[CH2:23][CH2:22][O:21][CH2:20][CH2:19]3)=[CH:13][C:12]=2OS(C(F)(F)F)(=O)=O)=[O:10])=CC=1.[Cl-].[Li+].[C:48]1([As]([C:48]2[CH:53]=[CH:52][CH:51]=[CH:50][CH:49]=2)[C:48]2[CH:53]=[CH:52][CH:51]=[CH:50][CH:49]=2)[CH:53]=[CH:52][CH:51]=[CH:50][CH:49]=1.[CH2:54]([Sn](CCCC)(CCCC)C(C)=C)[CH2:55][CH2:56]C.[F-:70].[K+], predict the reaction product. (7) Given the reactants [Cl:1][C:2]1[CH:7]=[C:6]([Cl:8])[CH:5]=[C:4]([Cl:9])[C:3]=1[N:10]1[C:14]2=[N:15][C:16]([CH2:20][C:21]3[CH:26]=[CH:25][C:24]([NH:27][S:28]([CH:31]=[CH2:32])(=[O:30])=[O:29])=[CH:23][CH:22]=3)=[N:17][C:18](=[O:19])[C:13]2=[C:12]([CH:33]([CH3:35])[CH3:34])[NH:11]1.[CH3:36][NH:37][CH3:38], predict the reaction product. The product is: [Cl:1][C:2]1[CH:7]=[C:6]([Cl:8])[CH:5]=[C:4]([Cl:9])[C:3]=1[N:10]1[C:14]2=[N:15][C:16]([CH2:20][C:21]3[CH:22]=[CH:23][C:24]([NH:27][S:28]([CH2:31][CH2:32][N:37]([CH3:38])[CH3:36])(=[O:30])=[O:29])=[CH:25][CH:26]=3)=[N:17][C:18](=[O:19])[C:13]2=[C:12]([CH:33]([CH3:35])[CH3:34])[NH:11]1. (8) Given the reactants [CH3:1][O:2][C:3]1[CH:8]=[C:7]([Cl:9])[C:6]([O:10][CH3:11])=[CH:5][C:4]=1[C:12](=[O:22])[CH2:13][CH2:14][S:15][CH:16]1[CH2:21][CH2:20][CH2:19][CH2:18][CH2:17]1.[Br:23]Br, predict the reaction product. The product is: [Br:23][CH:13]([CH2:14][S:15][CH:16]1[CH2:21][CH2:20][CH2:19][CH2:18][CH2:17]1)[C:12]([C:4]1[CH:5]=[C:6]([O:10][CH3:11])[C:7]([Cl:9])=[CH:8][C:3]=1[O:2][CH3:1])=[O:22]. (9) The product is: [F:11][C:9]1[CH:8]=[CH:7][C:3]([C:4]([OH:6])=[O:5])=[C:2]([NH:1][C:23](=[O:24])[C:22]2[CH:21]=[CH:20][C:19]([O:12][C:13]3[CH:18]=[CH:17][CH:16]=[CH:15][CH:14]=3)=[CH:27][CH:26]=2)[CH:10]=1. Given the reactants [NH2:1][C:2]1[CH:10]=[C:9]([F:11])[CH:8]=[CH:7][C:3]=1[C:4]([OH:6])=[O:5].[O:12]([C:19]1[CH:27]=[CH:26][C:22]([C:23](Cl)=[O:24])=[CH:21][CH:20]=1)[C:13]1[CH:18]=[CH:17][CH:16]=[CH:15][CH:14]=1, predict the reaction product. (10) Given the reactants [H-].[Na+].[Cl:3][C:4]1[CH:12]=[CH:11][C:10]2[NH:9][C:8]3[CH2:13][CH2:14][N:15]([CH3:18])[CH2:16][CH2:17][C:7]=3[C:6]=2[CH:5]=1.Cl[CH2:20][C:21]([N:23]1[CH2:28][CH2:27][CH:26]([CH3:29])[CH2:25][CH2:24]1)=[O:22], predict the reaction product. The product is: [Cl:3][C:4]1[CH:12]=[CH:11][C:10]2[N:9]([CH2:20][C:21]([N:23]3[CH2:28][CH2:27][CH:26]([CH3:29])[CH2:25][CH2:24]3)=[O:22])[C:8]3[CH2:13][CH2:14][N:15]([CH3:18])[CH2:16][CH2:17][C:7]=3[C:6]=2[CH:5]=1.